Dataset: Full USPTO retrosynthesis dataset with 1.9M reactions from patents (1976-2016). Task: Predict the reactants needed to synthesize the given product. (1) Given the product [Br:25][CH2:26][CH2:27][O:1]/[N:2]=[C:3](/[C@@H:5]1[C@:21]2([CH3:22])[C@H:8]([C@H:9]3[C@H:18]([CH2:19][CH2:20]2)[C@:17]2([CH3:23])[C:12](=[CH:13][C:14](=[O:24])[CH2:15][CH2:16]2)[CH2:11][CH2:10]3)[CH2:7][CH2:6]1)\[CH3:4], predict the reactants needed to synthesize it. The reactants are: [OH:1]/[N:2]=[C:3](/[C@@H:5]1[C@:21]2([CH3:22])[C@H:8]([C@H:9]3[C@H:18]([CH2:19][CH2:20]2)[C@:17]2([CH3:23])[C:12](=[CH:13][C:14](=[O:24])[CH2:15][CH2:16]2)[CH2:11][CH2:10]3)[CH2:7][CH2:6]1)\[CH3:4].[Br:25][CH2:26][CH2:27]Br.[OH-].[Na+]. (2) Given the product [OH:23][C:4]1[CH:5]=[CH:6][C:1](/[CH:7]=[CH:8]/[C:32]2[CH:33]=[CH:34][C:35]([OH:36])=[N:31][CH:30]=2)=[CH:2][CH:3]=1, predict the reactants needed to synthesize it. The reactants are: [C:1]1(/[CH:7]=[CH:8]/C2C=CC=CC=2)[CH:6]=[CH:5][CH:4]=[CH:3][CH:2]=1.C1(S)C=CC=CC=1.C([O-])([O-])=[O:23].[K+].[K+].[OH-].[Na+].[CH3:30][N:31]1[C:35](=[O:36])[CH2:34][CH2:33][CH2:32]1. (3) The reactants are: [F:1][C:2]([F:18])([F:17])[C:3]1[CH:8]=[CH:7][C:6]([C:9]2[CH:16]=[CH:15][C:12]([CH:13]=O)=[CH:11][CH:10]=2)=[CH:5][CH:4]=1.[CH2:19]([NH2:21])[CH3:20].C1COCC1.[BH4-].[Na+]. Given the product [F:1][C:2]([F:18])([F:17])[C:3]1[CH:8]=[CH:7][C:6]([C:9]2[CH:16]=[CH:15][C:12]([CH2:13][NH:21][CH2:19][CH3:20])=[CH:11][CH:10]=2)=[CH:5][CH:4]=1, predict the reactants needed to synthesize it. (4) Given the product [F:32][C:33]([F:38])([F:37])[C:34]([OH:36])=[O:35].[NH2:22][C@H:19]1[CH2:20][CH2:21][N:16]([CH2:15][C@H:14]2[N:9]3[C:10]4[C:11](=[C:2]([F:1])[CH:3]=[N:4][C:5]=4[CH:6]=[CH:7][C:8]3=[O:31])[O:12][CH2:13]2)[CH2:17][C@H:18]1[OH:30], predict the reactants needed to synthesize it. The reactants are: [F:1][C:2]1[CH:3]=[N:4][C:5]2[CH:6]=[CH:7][C:8](=[O:31])[N:9]3[C@H:14]([CH2:15][N:16]4[CH2:21][CH2:20][C@H:19]([NH:22]C(=O)OC(C)(C)C)[C@H:18]([OH:30])[CH2:17]4)[CH2:13][O:12][C:11]=1[C:10]=23.[F:32][C:33]([F:38])([F:37])[C:34]([OH:36])=[O:35]. (5) The reactants are: [F:1][C:2]1[CH:28]=[CH:27][C:5]([CH2:6][N:7]2[CH2:16][CH2:15][C:14]3[C:13]([N:17]([CH3:22])[S:18]([CH3:21])(=[O:20])=[O:19])=[N+:12]([O-])[CH:11]=[C:10]([O:24][CH3:25])[C:9]=3[C:8]2=[O:26])=[CH:4][CH:3]=1.[C:29]([O:32]C(=O)C)(=[O:31])[CH3:30]. Given the product [C:29]([O:32][C:11]1[N:12]=[C:13]([N:17]([CH3:22])[S:18]([CH3:21])(=[O:20])=[O:19])[C:14]2[CH2:15][CH2:16][N:7]([CH2:6][C:5]3[CH:27]=[CH:28][C:2]([F:1])=[CH:3][CH:4]=3)[C:8](=[O:26])[C:9]=2[C:10]=1[O:24][CH3:25])(=[O:31])[CH3:30], predict the reactants needed to synthesize it. (6) Given the product [Br:10][C:11]1[CH:12]=[C:13]2[C:18](=[CH:19][CH:20]=1)[C:17]([N:1]1[CH2:9][CH2:8][CH2:7][CH:3]([C:4]([NH2:6])=[O:5])[CH2:2]1)=[N:16][N:15]=[CH:14]2, predict the reactants needed to synthesize it. The reactants are: [NH:1]1[CH2:9][CH2:8][CH2:7][CH:3]([C:4]([NH2:6])=[O:5])[CH2:2]1.[Br:10][C:11]1[CH:12]=[C:13]2[C:18](=[CH:19][CH:20]=1)[C:17](Cl)=[N:16][N:15]=[CH:14]2.C(=O)([O-])[O-].[K+].[K+].